From a dataset of Full USPTO retrosynthesis dataset with 1.9M reactions from patents (1976-2016). Predict the reactants needed to synthesize the given product. (1) Given the product [Cl:1][C:2]1[CH:3]=[C:4]([CH:7]=[CH:8][CH:9]=1)[CH2:5][NH:6][C:11]1[C:20]2[C:15](=[CH:16][CH:17]=[CH:18][CH:19]=2)[C:14]([CH2:21][C:22]2[CH:27]=[CH:26][N:25]=[CH:24][CH:23]=2)=[CH:13][N:12]=1, predict the reactants needed to synthesize it. The reactants are: [Cl:1][C:2]1[CH:3]=[C:4]([CH:7]=[CH:8][CH:9]=1)[CH2:5][NH2:6].Cl[C:11]1[C:20]2[C:15](=[CH:16][CH:17]=[CH:18][CH:19]=2)[C:14]([CH2:21][C:22]2[CH:27]=[CH:26][N:25]=[CH:24][CH:23]=2)=[CH:13][N:12]=1.N. (2) The reactants are: C([NH:18][CH2:19][CH2:20][C:21]([OH:23])=[O:22])(OCC1C2C(=CC=CC=2)C2C1=CC=CC=2)=O.N1CCCCC1.[CH:30]([C:32]1[CH:40]=[CH:39][C:35]([C:36]([OH:38])=O)=[CH:34][CH:33]=1)=[O:31].C1C=CC2N(O)N=NC=2C=1.C(N=C=NC(C)C)(C)C. Given the product [CH:30]([C:32]1[CH:33]=[CH:34][C:35]([C:36]([NH:18][CH2:19][CH2:20][C:21]([OH:23])=[O:22])=[O:38])=[CH:39][CH:40]=1)=[O:31], predict the reactants needed to synthesize it. (3) Given the product [C:59]([NH:63][C:18]([C:16]1[C:15]2[C@H:14]3[C:21]([CH3:23])([CH3:22])[C@:11]([CH3:24])([CH2:12][CH2:13]3)[C:10]=2[N:9]([C:3]2[CH:4]=[CH:5][C:6]([F:8])=[CH:7][C:2]=2[F:1])[N:17]=1)=[O:19])([CH3:62])([CH3:61])[CH3:60], predict the reactants needed to synthesize it. The reactants are: [F:1][C:2]1[CH:7]=[C:6]([F:8])[CH:5]=[CH:4][C:3]=1[N:9]1[N:17]=[C:16]([C:18](O)=[O:19])[C:15]2[C@H:14]3[C:21]([CH3:23])([CH3:22])[C@:11]([CH3:24])([CH2:12][CH2:13]3)[C:10]1=2.C(N(CC)CC)C.F[P-](F)(F)(F)(F)F.N1(O[P+](N(C)C)(N(C)C)N(C)C)C2C=CC=CC=2N=N1.[C:59]([NH2:63])([CH3:62])([CH3:61])[CH3:60]. (4) The reactants are: [NH2:1][C:2](=[N:20][O:21][C:22](=O)[C:23]1[CH:28]=[CH:27][C:26]([Cl:29])=[CH:25][CH:24]=1)[C:3]1[C:4]([CH3:19])=[C:5]([C:10]([O:17][CH3:18])=[C:11]([C:13]([CH3:16])([CH3:15])[CH3:14])[CH:12]=1)[C:6]([O:8][CH3:9])=[O:7].C(OCC)(=O)C. Given the product [CH3:9][O:8][C:6](=[O:7])[C:5]1[C:4]([CH3:19])=[C:3]([C:2]2[N:1]=[C:22]([C:23]3[CH:24]=[CH:25][C:26]([Cl:29])=[CH:27][CH:28]=3)[O:21][N:20]=2)[CH:12]=[C:11]([C:13]([CH3:14])([CH3:16])[CH3:15])[C:10]=1[O:17][CH3:18], predict the reactants needed to synthesize it. (5) Given the product [Cl:1][C:2]1[CH:3]=[CH:4][C:5]([C:6]([NH:8][C:9]2([C:12]([OH:14])=[O:13])[CH2:10][CH2:11]2)=[O:7])=[CH:17][CH:18]=1, predict the reactants needed to synthesize it. The reactants are: [Cl:1][C:2]1[CH:18]=[CH:17][C:5]([C:6]([NH:8][C:9]2([C:12]([O:14]CC)=[O:13])[CH2:11][CH2:10]2)=[O:7])=[CH:4][CH:3]=1.[OH-].[Li+]. (6) Given the product [Br:1][C:12]1[N:11]=[C:10]([CH3:9])[NH:14][C:13]=1[CH:15]=[O:16], predict the reactants needed to synthesize it. The reactants are: [Br:1]N1C(=O)CCC1=O.[CH3:9][C:10]1[NH:11][CH:12]=[C:13]([CH:15]=[O:16])[N:14]=1.